Dataset: Reaction yield outcomes from USPTO patents with 853,638 reactions. Task: Predict the reaction yield, written as a fraction of the theoretical maximum amount of product (1.0 means a 100% yield; for example, 0.34 means a 34% yield). (1) The reactants are [CH3:1][CH:2]([OH:4])[CH3:3].Cl[C:6]([O:8][CH2:9][Cl:10])=[O:7].N1C=CC=CC=1. The catalyst is C(OCC)C. The product is [C:6](=[O:7])([O:4][CH:2]([CH3:3])[CH3:1])[O:8][CH2:9][Cl:10]. The yield is 0.850. (2) The reactants are [OH:1][C:2]1([CH2:8][N:9]2[C:13]([CH3:14])=[CH:12][CH:11]=[C:10]2[C:15]2[CH:20]=[CH:19][CH:18]=[CH:17][CH:16]=2)[CH2:7][CH2:6][NH:5][CH2:4][CH2:3]1.[O:21]=[C:22]1[C:27]([CH:28]=O)=[CH:26][CH:25]=[CH:24][NH:23]1.C(O[BH-](OC(=O)C)OC(=O)C)(=O)C.[Na+].C(=O)(O)[O-].[Na+]. The catalyst is ClCCl.C(Cl)(Cl)Cl.C(OCC)(=O)C.C(O)(=O)C. The product is [OH:1][C:2]1([CH2:8][N:9]2[C:10]([C:15]3[CH:20]=[CH:19][CH:18]=[CH:17][CH:16]=3)=[CH:11][CH:12]=[C:13]2[CH3:14])[CH2:7][CH2:6][N:5]([CH2:28][C:27]2[C:22](=[O:21])[NH:23][CH:24]=[CH:25][CH:26]=2)[CH2:4][CH2:3]1. The yield is 0.390. (3) The reactants are [CH3:1][O:2][C:3]([C:5]1[N:6]=[C:7]2[NH:18][CH:17]=[CH:16][N:8]2[C:9](=[O:15])[C:10]=1[O:11][C:12](=[O:14])[CH3:13])=[O:4].C1OCCOCCOCCOCCOCCOC1.C(=O)([O-])[O-].[K+].[K+].Cl.Cl[CH2:45][CH2:46][N:47]1[CH2:52][CH2:51][O:50][CH2:49][CH2:48]1. The catalyst is C(#N)C. The product is [CH3:1][O:2][C:3]([C:5]1[N:6]=[C:7]2[N:18]([CH2:45][CH2:46][N:47]3[CH2:52][CH2:51][O:50][CH2:49][CH2:48]3)[CH:17]=[CH:16][N:8]2[C:9](=[O:15])[C:10]=1[O:11][C:12](=[O:14])[CH3:13])=[O:4]. The yield is 0.340. (4) The reactants are [C:9](O[C:9]([O:11][C:12]([CH3:15])([CH3:14])[CH3:13])=[O:10])([O:11][C:12]([CH3:15])([CH3:14])[CH3:13])=[O:10].[OH:16][CH2:17][CH:18]1[CH2:23][CH2:22][NH:21][CH2:20][CH2:19]1. The catalyst is O1CCCC1. The product is [C:12]([O:11][C:9]([N:21]1[CH2:22][CH2:23][CH:18]([CH2:17][OH:16])[CH2:19][CH2:20]1)=[O:10])([CH3:13])([CH3:14])[CH3:15]. The yield is 0.860.